This data is from Full USPTO retrosynthesis dataset with 1.9M reactions from patents (1976-2016). The task is: Predict the reactants needed to synthesize the given product. (1) Given the product [CH2:62]([O:69][C:70](=[O:78])[CH2:71][C@@H:72]([NH:77][C:33](=[O:34])[CH2:32][CH2:31][CH2:30][CH2:29][CH2:28][CH2:27][CH2:26][O:25][CH2:24][C:23]1[CH:35]=[CH:36][C:37]([F:39])=[CH:38][C:22]=1[F:21])[CH2:73][N:74]([CH3:75])[CH3:76])[C:63]1[CH:68]=[CH:67][CH:66]=[CH:65][CH:64]=1, predict the reactants needed to synthesize it. The reactants are: C(O)CCCCCCCO.FC1C=C(F)C=CC=1CBr.[F:21][C:22]1[CH:38]=[C:37]([F:39])[CH:36]=[CH:35][C:23]=1[CH2:24][O:25][CH2:26][CH2:27][CH2:28][CH2:29][CH2:30][CH2:31][CH2:32][CH2:33][OH:34].FC1C=C(F)C=CC=1COCCCCCCCC(O)=O.Cl.Cl.[CH2:62]([O:69][C:70](=[O:78])[CH2:71][C@@H:72]([NH2:77])[CH2:73][N:74]([CH3:76])[CH3:75])[C:63]1[CH:68]=[CH:67][CH:66]=[CH:65][CH:64]=1. (2) The reactants are: [OH:1][C:2]1[C:3]2[CH:27]=[CH:26][S:25][C:4]=2[N:5]([CH2:21][CH:22]([CH3:24])[CH3:23])[C:6](=[O:20])[C:7]=1[C:8]([NH:10][CH2:11][CH2:12][CH2:13][N:14]1[CH2:19][CH2:18][CH2:17][CH2:16][CH2:15]1)=[O:9].[ClH:28].C(OCC)C. Given the product [ClH:28].[OH:1][C:2]1[C:3]2[CH:27]=[CH:26][S:25][C:4]=2[N:5]([CH2:21][CH:22]([CH3:24])[CH3:23])[C:6](=[O:20])[C:7]=1[C:8]([NH:10][CH2:11][CH2:12][CH2:13][N:14]1[CH2:15][CH2:16][CH2:17][CH2:18][CH2:19]1)=[O:9], predict the reactants needed to synthesize it.